This data is from Forward reaction prediction with 1.9M reactions from USPTO patents (1976-2016). The task is: Predict the product of the given reaction. (1) Given the reactants Br[C:2]1[CH:20]=[CH:19][C:5]2[N:6]=[C:7]([C@H:9]3[CH2:12][C@H:11]([N:13]4[CH2:17][CH2:16][CH2:15][C@H:14]4[CH3:18])[CH2:10]3)[S:8][C:4]=2[CH:3]=1.[CH3:21][O:22][C:23]1[N:28]=[CH:27][C:26](B(O)O)=[CH:25][N:24]=1.N1C=C(B(O)[OH:39])C=NC=1, predict the reaction product. The product is: [CH3:21][O:22][C:23]1[N:28]=[CH:27][C:26]([C:2]2[CH:20]=[CH:19][C:5]3[N:6]=[C:7]([C@@H:9]4[CH2:12][C@H:11]([N:13]5[CH2:17][CH2:16][CH2:15][C@H:14]5[CH2:18][OH:39])[CH2:10]4)[S:8][C:4]=3[CH:3]=2)=[CH:25][N:24]=1. (2) Given the reactants [O:1]=[CH:2][C:3]1[CH:11]=[CH:10][C:8]([OH:9])=[C:5]([O:6][CH3:7])[CH:4]=1.Br[CH2:13][CH2:14][OH:15].C(=O)([O-])[O-].[K+].[K+].CC(C)=O, predict the reaction product. The product is: [OH:15][CH2:14][CH2:13][O:9][C:8]1[CH:10]=[CH:11][C:3]([CH:2]=[O:1])=[CH:4][C:5]=1[O:6][CH3:7]. (3) Given the reactants C[O:2][C:3](=[O:14])[CH2:4][CH2:5][C:6]1[CH:11]=[CH:10][C:9]([CH3:12])=[CH:8][C:7]=1[CH3:13], predict the reaction product. The product is: [CH3:13][C:7]1[CH:8]=[C:9]([CH3:12])[CH:10]=[CH:11][C:6]=1[CH2:5][CH2:4][C:3]([OH:14])=[O:2]. (4) Given the reactants [Cl:1][C:2]1[CH:3]=[C:4]([CH2:17][N:18]2[C:22]([CH3:23])=[CH:21][C:20]([C:24]([OH:26])=O)=[N:19]2)[C:5]2[O:9][C:8]([C:10]3[CH:15]=[CH:14][CH:13]=[CH:12][CH:11]=3)=[CH:7][C:6]=2[CH:16]=1.CCN=C=NCCCN(C)C.C1C=CC2N(O)N=NC=2C=1.[NH2:48][C:49]1[CH:56]=[CH:55][C:52]([CH2:53][OH:54])=[CH:51][CH:50]=1.NC1C=CC=CC=1, predict the reaction product. The product is: [Cl:1][C:2]1[CH:3]=[C:4]([CH2:17][N:18]2[C:22]([CH3:23])=[CH:21][C:20]([C:24]([NH:48][C:49]3[CH:56]=[CH:55][C:52]([CH2:53][OH:54])=[CH:51][CH:50]=3)=[O:26])=[N:19]2)[C:5]2[O:9][C:8]([C:10]3[CH:11]=[CH:12][CH:13]=[CH:14][CH:15]=3)=[CH:7][C:6]=2[CH:16]=1. (5) Given the reactants I[C:2]1[CH:3]=[C:4]([N:8]2[C:12]3=[CH:13][N:14]=[C:15]([CH3:17])[CH:16]=[C:11]3[C:10]([C:18]([O:20][CH3:21])=[O:19])=[N:9]2)[CH:5]=[CH:6][CH:7]=1.[C:22]([C@:24]1([OH:31])[CH2:28][CH2:27][N:26]([CH3:29])[C:25]1=[O:30])#[CH:23], predict the reaction product. The product is: [OH:31][C@@:24]1([C:22]#[C:23][C:2]2[CH:3]=[C:4]([N:8]3[C:12]4=[CH:13][N:14]=[C:15]([CH3:17])[CH:16]=[C:11]4[C:10]([C:18]([O:20][CH3:21])=[O:19])=[N:9]3)[CH:5]=[CH:6][CH:7]=2)[CH2:28][CH2:27][N:26]([CH3:29])[C:25]1=[O:30]. (6) The product is: [CH2:18]([CH:17]([C:10]1[C:11]([CH2:13][CH2:14][CH2:15][O:16][CH2:32][O:31][CH3:35])=[CH:12][NH:8][N:9]=1)[CH2:20][CH3:21])[CH3:19]. Given the reactants C([N:8]1[CH:12]=[C:11]([CH2:13][CH2:14][CH2:15][OH:16])[C:10]([CH:17]([CH2:20][CH3:21])[CH2:18][CH3:19])=[N:9]1)C1C=CC=CC=1.C(N(C(C)C)C(C)C)C.[O:31]1[CH2:35]CC[CH2:32]1.COCCl, predict the reaction product. (7) Given the reactants C=O.C([Cl:11])(=O)C1C=CC=CC=1.[C:12]([O:15][CH2:16]C)(=[O:14])[CH3:13].[CH3:18][CH2:19][CH2:20][CH2:21][CH2:22]C, predict the reaction product. The product is: [Cl:11][CH2:16][O:15][C:12](=[O:14])[C:13]1[CH:22]=[CH:21][CH:20]=[CH:19][CH:18]=1. (8) Given the reactants C1(P(C2C=CC=CC=2)C2C=CC=CC=2)C=CC=CC=1.II.C(N(CC)CC)C.[C:29]([NH:34][NH:35][C:36](=[O:47])[CH2:37][CH2:38][NH:39][C:40](=[O:46])[O:41][C:42]([CH3:45])([CH3:44])[CH3:43])(=O)[CH:30]([CH3:32])[CH3:31], predict the reaction product. The product is: [CH:30]([C:29]1[O:47][C:36]([CH2:37][CH2:38][NH:39][C:40](=[O:46])[O:41][C:42]([CH3:43])([CH3:44])[CH3:45])=[N:35][N:34]=1)([CH3:31])[CH3:32].